From a dataset of Catalyst prediction with 721,799 reactions and 888 catalyst types from USPTO. Predict which catalyst facilitates the given reaction. (1) Reactant: C([O:8][C:9](=[O:42])[C:10]1[CH:15]=[CH:14][C:13]([O:16][C:17]2[CH:25]=[CH:24][C:23]([F:26])=[C:22]3[C:18]=2[CH2:19][CH2:20][C@H:21]3[O:27][C:28]2[CH:41]=[CH:40][C:31]3[C@H:32]([CH2:35][C:36]([O:38][CH3:39])=[O:37])[CH2:33][O:34][C:30]=3[CH:29]=2)=[CH:12][CH:11]=1)C1C=CC=CC=1. Product: [F:26][C:23]1[CH:24]=[CH:25][C:17]([O:16][C:13]2[CH:12]=[CH:11][C:10]([C:9]([OH:42])=[O:8])=[CH:15][CH:14]=2)=[C:18]2[C:22]=1[C@H:21]([O:27][C:28]1[CH:41]=[CH:40][C:31]3[C@H:32]([CH2:35][C:36]([O:38][CH3:39])=[O:37])[CH2:33][O:34][C:30]=3[CH:29]=1)[CH2:20][CH2:19]2. The catalyst class is: 153. (2) Reactant: [N:1]([CH2:4][C:5]1[C:6]([N:16]2[CH2:21][CH2:20][CH2:19][CH2:18][CH2:17]2)=[N:7][C:8]2[C:13]([CH:14]=1)=[CH:12][CH:11]=[CH:10][C:9]=2[Cl:15])=[N+]=[N-]. Product: [Cl:15][C:9]1[CH:10]=[CH:11][CH:12]=[C:13]2[C:8]=1[N:7]=[C:6]([N:16]1[CH2:21][CH2:20][CH2:19][CH2:18][CH2:17]1)[C:5]([CH2:4][NH2:1])=[CH:14]2. The catalyst class is: 19. (3) Reactant: [H-].[Na+].[CH2:3]([OH:10])[C:4]1[CH:9]=[CH:8][CH:7]=[CH:6][CH:5]=1.FC1C(F)=CC=CC=1CS([C:18]1[N:19]=[C:20]([NH:28][C@@H:29]([CH2:34][OH:35])[CH2:30][CH:31]([CH3:33])[CH3:32])[C:21]2[S:26][C:25](=[O:27])[NH:24][C:22]=2[N:23]=1)(=O)=O. Product: [CH2:3]([O:10][C:18]1[N:19]=[C:20]([NH:28][C@@H:29]([CH2:34][OH:35])[CH2:30][CH:31]([CH3:32])[CH3:33])[C:21]2[S:26][C:25](=[O:27])[NH:24][C:22]=2[N:23]=1)[C:4]1[CH:9]=[CH:8][CH:7]=[CH:6][CH:5]=1. The catalyst class is: 48.